This data is from Catalyst prediction with 721,799 reactions and 888 catalyst types from USPTO. The task is: Predict which catalyst facilitates the given reaction. (1) Reactant: [C:1]([CH2:4][CH2:5][C:6]1[C:7]([C:12]([O:14]CC)=[O:13])=[C:8]([CH3:11])[NH:9][CH:10]=1)([OH:3])=[O:2].[OH-].[K+]. Product: [C:1]([CH2:4][CH2:5][C:6]1[C:7]([C:12]([OH:14])=[O:13])=[C:8]([CH3:11])[NH:9][CH:10]=1)([OH:3])=[O:2]. The catalyst class is: 8. (2) Reactant: [CH:1]1([CH2:7][NH:8][C:9]([C:11]2[C:12]([C:18]([F:21])([F:20])[F:19])=[N:13][C:14](Cl)=[N:15][CH:16]=2)=[O:10])[CH2:6][CH2:5][CH2:4][CH2:3][CH2:2]1.[F:22][C:23]1[C:28]([C:29]([F:32])([F:31])[F:30])=[CH:27][CH:26]=[CH:25][C:24]=1[NH2:33]. Product: [CH:1]1([CH2:7][NH:8][C:9]([C:11]2[C:12]([C:18]([F:21])([F:20])[F:19])=[N:13][C:14]([NH:33][C:24]3[CH:25]=[CH:26][CH:27]=[C:28]([C:29]([F:30])([F:31])[F:32])[C:23]=3[F:22])=[N:15][CH:16]=2)=[O:10])[CH2:6][CH2:5][CH2:4][CH2:3][CH2:2]1. The catalyst class is: 12. (3) Reactant: [Cl:1][C:2]1[CH:7]=[CH:6][CH:5]=[C:4]([Cl:8])[C:3]=1[CH:9]1[CH2:14][C:13](=O)[NH:12][C:11](=O)[CH2:10]1. Product: [ClH:1].[Cl:8][C:4]1[CH:5]=[CH:6][CH:7]=[C:2]([Cl:1])[C:3]=1[CH:9]1[CH2:10][CH2:11][NH:12][CH2:13][CH2:14]1. The catalyst class is: 1. (4) Reactant: C([Mg]Cl)(C)C.I[C:7]1[CH:12]=[CH:11][C:10]([C:13]#[C:14][Si:15]([CH:22]([CH3:24])[CH3:23])([CH:19]([CH3:21])[CH3:20])[CH:16]([CH3:18])[CH3:17])=[CH:9][CH:8]=1.C([Cu])#N.[Li+].[Cl-].[Br:30][C:31]1[CH:36]=[CH:35][C:34]([Cl:37])=[C:33]([CH2:38]Br)[CH:32]=1.[Cl-].[NH4+].N. Product: [Br:30][C:31]1[CH:36]=[CH:35][C:34]([Cl:37])=[C:33]([CH:32]=1)[CH2:38][C:7]1[CH:12]=[CH:11][C:10]([C:13]#[C:14][Si:15]([CH:22]([CH3:24])[CH3:23])([CH:19]([CH3:21])[CH3:20])[CH:16]([CH3:18])[CH3:17])=[CH:9][CH:8]=1. The catalyst class is: 30. (5) Product: [F:8][C:5]1[CH:6]=[CH:7][C:2]([CH:19]([C:18]2[CH:21]=[CH:22][C:15]([F:14])=[CH:16][CH:17]=2)[OH:20])=[CH:3][CH:4]=1. The catalyst class is: 1. Reactant: Br[C:2]1[CH:7]=[CH:6][C:5]([F:8])=[CH:4][CH:3]=1.[Li]CCCC.[F:14][C:15]1[CH:22]=[CH:21][C:18]([CH:19]=[O:20])=[CH:17][CH:16]=1.